Dataset: HIV replication inhibition screening data with 41,000+ compounds from the AIDS Antiviral Screen. Task: Binary Classification. Given a drug SMILES string, predict its activity (active/inactive) in a high-throughput screening assay against a specified biological target. (1) The result is 0 (inactive). The drug is CCCC1C(=O)NC(=N)N1C(=O)OCc1ccccc1. (2) The molecule is c1cncc(C2N3CCCCC3C3c4[nH]c5ccccc5c4CCN32)c1. The result is 0 (inactive). (3) The compound is O=C1C(=O)C(Br)(Br)C(Br)=C1Br. The result is 0 (inactive). (4) The compound is CC(C=O)=Cc1ccc(N(C)C)cc1. The result is 0 (inactive). (5) The molecule is COc1ccc2c(c1)CCN=C2Cc1cc(OC)c(OC)cc1CCCl.Cl. The result is 0 (inactive). (6) The compound is CC(=O)NNC(=S)NC=Cc1nc2ccccc2nc1O. The result is 0 (inactive).